This data is from Catalyst prediction with 721,799 reactions and 888 catalyst types from USPTO. The task is: Predict which catalyst facilitates the given reaction. (1) Reactant: [CH2:1]([O:4][C:5]1[CH:14]=[CH:13][C:8]([CH2:9][N:10]([CH3:12])[CH3:11])=[CH:7][C:6]=1[N+:15]([O-])=O)[CH2:2][CH3:3].O.NN. Product: [NH2:15][C:6]1[CH:7]=[C:8]([CH:13]=[CH:14][C:5]=1[O:4][CH2:1][CH2:2][CH3:3])[CH2:9][N:10]([CH3:12])[CH3:11]. The catalyst class is: 178. (2) Product: [C:1]([O:5][C:6]([NH:8][C:9]1[CH:14]=[CH:13][C:12]([Cl:15])=[CH:11][C:10]=1[C:16]1[N:17]=[C:18]2[CH2:25][CH2:24][CH:23]([C:26]([O:28][CH2:40][C:39]([C:36]3[CH:35]=[CH:34][C:33]([NH:32][C:31]([O:30][CH3:29])=[O:43])=[CH:38][CH:37]=3)=[O:42])=[O:27])[N:19]2[C:20](=[O:22])[CH:21]=1)=[O:7])([CH3:4])([CH3:2])[CH3:3]. Reactant: [C:1]([O:5][C:6]([NH:8][C:9]1[CH:14]=[CH:13][C:12]([Cl:15])=[CH:11][C:10]=1[C:16]1[N:17]=[C:18]2[CH2:25][CH2:24][CH:23]([C:26]([OH:28])=[O:27])[N:19]2[C:20](=[O:22])[CH:21]=1)=[O:7])([CH3:4])([CH3:3])[CH3:2].[CH3:29][O:30][C:31](=[O:43])[NH:32][C:33]1[CH:38]=[CH:37][C:36]([C:39](=[O:42])[CH2:40]Br)=[CH:35][CH:34]=1.C(=O)([O-])[O-].[K+].[K+]. The catalyst class is: 10. (3) Product: [CH2:29]([O:28][C:26](=[O:27])[NH:25][CH2:24][CH2:23][CH2:22][CH2:21][C@H:5]([OH:4])[C:6]([N:8]([CH2:15][C:16]1[S:17][CH:18]=[CH:19][CH:20]=1)[CH2:9][C:10]1[S:11][CH:12]=[CH:13][CH:14]=1)=[O:7])[C:30]1[CH:35]=[CH:34][CH:33]=[CH:32][CH:31]=1. Reactant: C([O:4][C@@H:5]([CH2:21][CH2:22][CH2:23][CH2:24][NH:25][C:26]([O:28][CH2:29][C:30]1[CH:35]=[CH:34][CH:33]=[CH:32][CH:31]=1)=[O:27])[C:6]([N:8]([CH2:15][C:16]1[S:17][CH:18]=[CH:19][CH:20]=1)[CH2:9][C:10]1[S:11][CH:12]=[CH:13][CH:14]=1)=[O:7])(=O)C.[OH-].[Li+].CO. The catalyst class is: 217. (4) Reactant: [NH2:1][C:2]1[C:10]([O:11][CH3:12])=[CH:9][C:8]([Br:13])=[C:7]([C:14]([F:17])([F:16])[F:15])[C:3]=1[C:4]([NH2:6])=[O:5].[CH2:18](OC(OCC)OCC)C. Product: [Br:13][C:8]1[C:7]([C:14]([F:17])([F:15])[F:16])=[C:3]2[C:2](=[C:10]([O:11][CH3:12])[CH:9]=1)[N:1]=[CH:18][NH:6][C:4]2=[O:5]. The catalyst class is: 15. (5) Reactant: [Cl:1][C:2]1[CH:3]=[C:4]([CH:8]=[CH:9][C:10]=1[N+:11]([O-:13])=[O:12])[C:5](O)=[O:6].S(Cl)([Cl:16])=O. Product: [Cl:1][C:2]1[CH:3]=[C:4]([CH:8]=[CH:9][C:10]=1[N+:11]([O-:13])=[O:12])[C:5]([Cl:16])=[O:6]. The catalyst class is: 11. (6) Reactant: C(OC(=O)[NH:7][CH2:8][CH:9]([C:30]1[CH:35]=[CH:34][C:33]([C:36]2[CH:41]=[CH:40][CH:39]=[CH:38][C:37]=2[CH2:42][CH2:43][C:44]#[N:45])=[CH:32][C:31]=1[CH3:46])[CH2:10][C:11]1[CH:16]=[CH:15][C:14]([O:17][CH2:18][CH2:19][O:20][C:21]2[C:26]([Cl:27])=[CH:25][C:24]([CH3:28])=[CH:23][C:22]=2[Cl:29])=[CH:13][CH:12]=1)(C)(C)C.I[Si](C)(C)C.C([O-])(O)=O.[Na+]. Product: [NH2:7][CH2:8][CH:9]([C:30]1[CH:35]=[CH:34][C:33]([C:36]2[CH:41]=[CH:40][CH:39]=[CH:38][C:37]=2[CH2:42][CH2:43][C:44]#[N:45])=[CH:32][C:31]=1[CH3:46])[CH2:10][C:11]1[CH:12]=[CH:13][C:14]([O:17][CH2:18][CH2:19][O:20][C:21]2[C:26]([Cl:27])=[CH:25][C:24]([CH3:28])=[CH:23][C:22]=2[Cl:29])=[CH:15][CH:16]=1. The catalyst class is: 10. (7) Reactant: [C:1]([OH:9])(=O)[C:2]1[CH:7]=[CH:6][CH:5]=[CH:4][CH:3]=1.[CH3:10]/[C:11](/[CH2:15][CH2:16][CH:17]=[C:18]([CH3:20])[CH3:19])=[CH:12]\[CH2:13][NH2:14].C(N(CC)CC)C.C1C=CC(P(N=[N+]=[N-])(C2C=CC=CC=2)=O)=CC=1. Product: [CH3:10]/[C:11](/[CH2:15][CH2:16][CH:17]=[C:18]([CH3:20])[CH3:19])=[CH:12]\[CH2:13][NH:14][C:1](=[O:9])[C:2]1[CH:3]=[CH:4][CH:5]=[CH:6][CH:7]=1. The catalyst class is: 1. (8) The catalyst class is: 6. Reactant: Cl[C:2]1[N:7]=[C:6]([Cl:8])[N:5]=[CH:4][N:3]=1.CN(C=O)C.C(N(C(C)C)C(C)C)C.[NH2:23][C:24]1[CH:25]=[C:26]([CH:31]=[CH:32][CH:33]=1)[C:27]([NH:29][CH3:30])=[O:28]. Product: [Cl:8][C:6]1[N:5]=[CH:4][N:3]=[C:2]([NH:23][C:24]2[CH:25]=[C:26]([CH:31]=[CH:32][CH:33]=2)[C:27]([NH:29][CH3:30])=[O:28])[N:7]=1. (9) Reactant: [C:1]([O:5][C:6]([NH:8][C:9]1[C:10]([Cl:30])=[C:11]([N:17]2[CH2:22][CH2:21][N:20]([CH:23]3[CH2:26][O:25][CH2:24]3)[CH:19]([C:27]([O-:29])=O)[CH2:18]2)[CH:12]=[C:13]([C:15]#[N:16])[CH:14]=1)=[O:7])([CH3:4])([CH3:3])[CH3:2].[Li].CCN(C(C)C)C(C)C.[NH:41]1[CH2:46][CH2:45][O:44][CH2:43][CH2:42]1.C(P1(=O)OP(CCC)(=O)OP(CCC)(=O)O1)CC. Product: [C:1]([O:5][C:6](=[O:7])[NH:8][C:9]1[CH:14]=[C:13]([C:15]#[N:16])[CH:12]=[C:11]([N:17]2[CH2:22][CH2:21][N:20]([CH:23]3[CH2:26][O:25][CH2:24]3)[CH:19]([C:27]([N:41]3[CH2:46][CH2:45][O:44][CH2:43][CH2:42]3)=[O:29])[CH2:18]2)[C:10]=1[Cl:30])([CH3:4])([CH3:3])[CH3:2]. The catalyst class is: 182.